Dataset: Forward reaction prediction with 1.9M reactions from USPTO patents (1976-2016). Task: Predict the product of the given reaction. (1) Given the reactants [CH:1]1([C:7]2([CH3:15])[N:11]([CH3:12])[C:10](=[O:13])[NH:9][C:8]2=[O:14])[CH2:6][CH2:5][CH2:4][CH2:3][CH2:2]1.Br[CH2:17][C:18]([C:20]1[CH:25]=[C:24]([OH:26])[CH:23]=[C:22]([OH:27])[CH:21]=1)=[O:19], predict the reaction product. The product is: [CH:1]1([C:7]2([CH3:15])[N:11]([CH3:12])[C:10](=[O:13])[N:9]([CH2:17][C:18]([C:20]3[CH:21]=[C:22]([OH:27])[CH:23]=[C:24]([OH:26])[CH:25]=3)=[O:19])[C:8]2=[O:14])[CH2:2][CH2:3][CH2:4][CH2:5][CH2:6]1. (2) Given the reactants [Cl:1][C:2]1[C:11]2[O:10][CH2:9][CH2:8][N:7]([CH3:12])[C:6]=2[C:5]2=[N:13][N:14]=[C:15]([C:16]3[CH:21]=[CH:20][C:19]([O:22]C)=[CH:18][CH:17]=3)[N:4]2[N:3]=1, predict the reaction product. The product is: [Cl:1][C:2]1[C:11]2[O:10][CH2:9][CH2:8][N:7]([CH3:12])[C:6]=2[C:5]2=[N:13][N:14]=[C:15]([C:16]3[CH:21]=[CH:20][C:19]([OH:22])=[CH:18][CH:17]=3)[N:4]2[N:3]=1. (3) Given the reactants [I:1][C:2]1[CH:3]=[C:4]2[C:8](=[CH:9][CH:10]=1)[NH:7][C:6](=[O:11])[C:5]2=O.C(O)(C(F)(F)F)=O.[CH3:20][O:21][C:22](=[O:45])[CH2:23][CH2:24][C:25]([NH:27][C:28]1[CH:44]=[CH:43][C:31]([C:32]([NH:34][NH:35]C(OC(C)(C)C)=O)=[O:33])=[CH:30][CH:29]=1)=[O:26], predict the reaction product. The product is: [I:1][C:2]1[CH:3]=[C:4]2[C:8](=[CH:9][CH:10]=1)[NH:7][C:6](=[O:11])[C:5]2=[N:35][NH:34][C:32]([C:31]1[CH:30]=[CH:29][C:28]([NH:27][C:25](=[O:26])[CH2:24][CH2:23][C:22]([O:21][CH3:20])=[O:45])=[CH:44][CH:43]=1)=[O:33]. (4) Given the reactants [C:1]([Si:5]([C:18]1[CH:23]=[CH:22][CH:21]=[CH:20][CH:19]=1)([C:12]1[CH:17]=[CH:16][CH:15]=[CH:14][CH:13]=1)[O:6][CH2:7][CH2:8][CH2:9][CH2:10][OH:11])([CH3:4])([CH3:3])[CH3:2].C1(P(C2C=CC=CC=2)C2C=CC=CC=2)C=CC=CC=1.O[N:44]1[C:48](=[O:49])[C:47]2=[CH:50][CH:51]=[CH:52][CH:53]=[C:46]2[C:45]1=[O:54].N(C(OCC)=O)=NC(OCC)=O, predict the reaction product. The product is: [C:1]([Si:5]([C:12]1[CH:17]=[CH:16][CH:15]=[CH:14][CH:13]=1)([C:18]1[CH:23]=[CH:22][CH:21]=[CH:20][CH:19]=1)[O:6][CH2:7][CH2:8][CH2:9][CH2:10][O:11][N:44]1[C:48](=[O:49])[C:47]2[C:46](=[CH:53][CH:52]=[CH:51][CH:50]=2)[C:45]1=[O:54])([CH3:4])([CH3:2])[CH3:3]. (5) Given the reactants [CH3:1][C:2]1[CH:17]=[C:16]([NH:18][C:19]2[C:20]3[CH:28]=[C:27]([N:29]4[CH2:34][CH2:33][O:32][CH2:31][CH2:30]4)[N:26]=[CH:25][C:21]=3[N:22]=[CH:23][N:24]=2)[CH:15]=[CH:14][C:3]=1[O:4][C:5]1[CH:13]=[CH:12][C:8]([C:9](O)=[O:10])=[CH:7][CH:6]=1.[C:35]([NH2:39])([CH3:38])([CH3:37])[CH3:36].C(NC(=O)C1C=CC=C(OC2C=CC(NC3C4C=C(N5CCCC5)N=CC=4N=CN=3)=CC=2C)C=1)(C)(C)C, predict the reaction product. The product is: [C:35]([NH:39][C:9](=[O:10])[C:8]1[CH:7]=[CH:6][C:5]([O:4][C:3]2[CH:14]=[CH:15][C:16]([NH:18][C:19]3[C:20]4[CH:28]=[C:27]([N:29]5[CH2:30][CH2:31][O:32][CH2:33][CH2:34]5)[N:26]=[CH:25][C:21]=4[N:22]=[CH:23][N:24]=3)=[CH:17][C:2]=2[CH3:1])=[CH:13][CH:12]=1)([CH3:38])([CH3:37])[CH3:36].